Dataset: Full USPTO retrosynthesis dataset with 1.9M reactions from patents (1976-2016). Task: Predict the reactants needed to synthesize the given product. The reactants are: N1C=CC=CC=1.[Cl:7][C:8]1[CH:9]=[C:10]([CH:15]=[CH:16][C:17]=1[O:18][CH:19]([CH3:21])[CH3:20])/[C:11](=[N:13]/[OH:14])/[NH2:12].Cl[C:23](=O)[C:24]([O:26][CH2:27][CH3:28])=[O:25]. Given the product [Cl:7][C:8]1[CH:9]=[C:10]([C:11]2[N:12]=[C:23]([C:24]([O:26][CH2:27][CH3:28])=[O:25])[O:14][N:13]=2)[CH:15]=[CH:16][C:17]=1[O:18][CH:19]([CH3:21])[CH3:20], predict the reactants needed to synthesize it.